From a dataset of Peptide-MHC class I binding affinity with 185,985 pairs from IEDB/IMGT. Regression. Given a peptide amino acid sequence and an MHC pseudo amino acid sequence, predict their binding affinity value. This is MHC class I binding data. (1) The peptide sequence is FFNVEIPEF. The MHC is HLA-B07:02 with pseudo-sequence HLA-B07:02. The binding affinity (normalized) is 0.213. (2) The peptide sequence is LENAQPGLL. The MHC is HLA-B40:02 with pseudo-sequence HLA-B40:02. The binding affinity (normalized) is 0.519.